From a dataset of Reaction yield outcomes from USPTO patents with 853,638 reactions. Predict the reaction yield, written as a fraction of the theoretical maximum amount of product (1.0 means a 100% yield; for example, 0.34 means a 34% yield). (1) The reactants are [CH3:1][O:2][C:3](=[O:16])[C:4]1[CH:14]=[C:13](I)[CH:12]=[C:6]([C:7]([N:9]([CH3:11])[CH3:10])=[O:8])[CH:5]=1.[CH3:17][O:18][C:19]1[CH:24]=[CH:23][CH:22]=[CH:21][C:20]=1[C:25]1[C:33]2[C:28](=[N:29][CH:30]=[C:31](B3OC(C)(C)C(C)(C)O3)[CH:32]=2)[N:27]([CH2:43][O:44][CH2:45][CH2:46][Si:47]([CH3:50])([CH3:49])[CH3:48])[N:26]=1.O. The catalyst is O1CCCC1.C(#N)C. The product is [CH3:1][O:2][C:3](=[O:16])[C:4]1[CH:14]=[C:13]([C:31]2[CH:32]=[C:33]3[C:25]([C:20]4[CH:21]=[CH:22][CH:23]=[CH:24][C:19]=4[O:18][CH3:17])=[N:26][N:27]([CH2:43][O:44][CH2:45][CH2:46][Si:47]([CH3:48])([CH3:50])[CH3:49])[C:28]3=[N:29][CH:30]=2)[CH:12]=[C:6]([C:7]([N:9]([CH3:11])[CH3:10])=[O:8])[CH:5]=1. The yield is 0.690. (2) The reactants are Br[C:2]1[CH:10]=[C:9]2[C:5]([CH:6]=[C:7]([C:11]([O:13][CH2:14][CH3:15])=[O:12])[NH:8]2)=[CH:4][CH:3]=1.[B:16]1([B:16]2[O:20][C:19]([CH3:22])([CH3:21])[C:18]([CH3:24])([CH3:23])[O:17]2)[O:20][C:19]([CH3:22])([CH3:21])[C:18]([CH3:24])([CH3:23])[O:17]1.CC([O-])=O.[K+].N#N. The product is [CH2:14]([O:13][C:11]([C:7]1[NH:8][C:9]2[C:5]([CH:6]=1)=[CH:4][CH:3]=[C:2]([B:16]1[O:20][C:19]([CH3:22])([CH3:21])[C:18]([CH3:24])([CH3:23])[O:17]1)[CH:10]=2)=[O:12])[CH3:15]. The catalyst is COCCOC.C1C=CC(P(C2C=CC=CC=2)[C-]2C=CC=C2)=CC=1.C1C=CC(P(C2C=CC=CC=2)[C-]2C=CC=C2)=CC=1.Cl[Pd]Cl.[Fe+2]. The yield is 0.368. (3) The reactants are [CH3:1][O:2][C:3]1[C:4]([C:10]2[CH:15]=[CH:14][CH:13]=[C:12]([C:16]([F:19])([F:18])[F:17])[CH:11]=2)=[N:5][C:6]([CH3:9])=[CH:7][CH:8]=1.C1C(=O)N([Br:27])C(=O)C1.C(OOC(=O)C1C=CC=CC=1)(=O)C1C=CC=CC=1. The catalyst is C(Cl)(Cl)(Cl)Cl. The product is [Br:27][CH2:9][C:6]1[N:5]=[C:4]([C:10]2[CH:15]=[CH:14][CH:13]=[C:12]([C:16]([F:19])([F:18])[F:17])[CH:11]=2)[C:3]([O:2][CH3:1])=[CH:8][CH:7]=1. The yield is 0.440. (4) The reactants are [NH2:1][C:2]1[CH:14]=[CH:13][C:5]([O:6][CH2:7][C:8]([O:10][CH2:11][CH3:12])=[O:9])=[CH:4][C:3]=1[CH2:15][OH:16].C1N=CN([C:22](N2C=NC=C2)=[O:23])C=1. The catalyst is C1COCC1.O. The product is [O:23]=[C:22]1[NH:1][C:2]2[CH:14]=[CH:13][C:5]([O:6][CH2:7][C:8]([O:10][CH2:11][CH3:12])=[O:9])=[CH:4][C:3]=2[CH2:15][O:16]1. The yield is 0.130. (5) The catalyst is C1COCC1.O. The reactants are [CH3:1][N:2]1[C:6]([C:7]2[CH:8]=[C:9]([C:16]([O:18]C)=[O:17])[S:10][C:11]=2[C:12]([F:15])([F:14])[F:13])=[CH:5][CH:4]=[N:3]1.[OH-].[K+]. The yield is 0.800. The product is [CH3:1][N:2]1[C:6]([C:7]2[CH:8]=[C:9]([C:16]([OH:18])=[O:17])[S:10][C:11]=2[C:12]([F:13])([F:14])[F:15])=[CH:5][CH:4]=[N:3]1. (6) The reactants are [Br:1][C:2]1[C:3](Cl)=[N:4][C:5]([Cl:8])=[N:6][CH:7]=1.[OH-:10].[Na+].Cl. The catalyst is C1COCC1. The product is [Br:1][C:2]1[C:3](=[O:10])[NH:4][C:5]([Cl:8])=[N:6][CH:7]=1. The yield is 0.640. (7) The reactants are [CH3:1][CH:2]1[CH2:7][CH2:6][NH:5][CH2:4][CH2:3]1.CCN(C(C)C)C(C)C.[Br:17][C:18]1[C:19](Cl)=[C:20]([C:26](=[O:33])[C:27]([O:29][CH:30]([CH3:32])[CH3:31])=[O:28])[C:21]([CH3:25])=[N:22][C:23]=1[CH3:24]. The catalyst is CC#N.CCOCC. The product is [Br:17][C:18]1[C:19]([N:5]2[CH2:6][CH2:7][CH:2]([CH3:1])[CH2:3][CH2:4]2)=[C:20]([C:26](=[O:33])[C:27]([O:29][CH:30]([CH3:31])[CH3:32])=[O:28])[C:21]([CH3:25])=[N:22][C:23]=1[CH3:24]. The yield is 0.840. (8) The reactants are [F:1][C:2]1[C:3]([CH3:17])=[CH:4][C:5]2[N:9]=[CH:8][N:7]([CH:10]3[CH2:15][CH2:14][NH:13][CH2:12][CH2:11]3)[C:6]=2[CH:16]=1.[F:18][C:19]1[CH:20]=[C:21]2[C:25](=[CH:26][CH:27]=1)[CH2:24][CH:23]([CH:28]=O)[CH2:22]2.[BH3-]C#N.[Na+]. The catalyst is CO.C(O)(=O)C. The product is [F:1][C:2]1[C:3]([CH3:17])=[CH:4][C:5]2[N:9]=[CH:8][N:7]([CH:10]3[CH2:11][CH2:12][N:13]([CH2:28][CH:23]4[CH2:22][C:21]5[C:25](=[CH:26][CH:27]=[C:19]([F:18])[CH:20]=5)[CH2:24]4)[CH2:14][CH2:15]3)[C:6]=2[CH:16]=1. The yield is 0.240.